This data is from Drug-target binding data from BindingDB using IC50 measurements. The task is: Regression. Given a target protein amino acid sequence and a drug SMILES string, predict the binding affinity score between them. We predict pIC50 (pIC50 = -log10(IC50 in M); higher means more potent). Dataset: bindingdb_ic50. (1) The drug is CC[C@H](Cc1ccc(C(F)(F)F)cc1)C(=O)NC[C@@]1(C2CC2)NC(=O)NC1=O. The target protein (P08254) has sequence MKSLPILLLLCVAVCSAYPLDGAARGEDTSMNLVQKYLENYYDLKKDVKQFVRRKDSGPVVKKIREMQKFLGLEVTGKLDSDTLEVMRKPRCGVPDVGHFRTFPGIPKWRKTHLTYRIVNYTPDLPKDAVDSAVEKALKVWEEVTPLTFSRLYEGEADIMISFAVREHGDFYPFDGPGNVLAHAYAPGPGINGDAHFDDDEQWTKDTTGTNLFLVAAHEIGHSLGLFHSANTEALMYPLYHSLTDLTRFRLSQDDINGIQSLYGPPPDSPETPLVPTEPVPPEPGTPANCDPALSFDAVSTLRGEILIFKDRHFWRKSLRKLEPELHLISSFWPSLPSGVDAAYEVTSKDLVFIFKGNQFWAIRGNEVRAGYPRGIHTLGFPPTVRKIDAAISDKEKNKTYFFVEDKYWRFDEKRNSMEPGFPKQIAEDFPGIDSKIDAVFEEFGFFYFFTGSSQLEFDPNAKKVTHTLKSNSWLNC. The pIC50 is 4.8. (2) The pIC50 is 4.3. The target protein sequence is MIDTLRPVPFASEMAISKTVAWLNEQLELGNEQLLLMDCRPQELYESSHIESAINVAIPGIMLRRLQKGNLPVRALFTRCEDRDRFTRRCGTDTVVLYDENSSDWNENTGGESVLGLLLKKLKDEGCRAFYLEGGFSKFQAEFALHCETNLDGSCSSSSPPLPVLGLGGLRISSDSSSDIESDLDRDPNSATDSDGSPLSNSQPSFPVEILPFLYLGCAKDSTNLDVLEEFGIKYILNVTPNLPNLFENAGEFKYKQIPISDHWSQNLSQFFPEAISFIDEARGKNCGVLVHCLAGISRSVTVTVAYLMQKLNLSMNDAYDIVKMKKSNISPNFNFMGQLLDFERTLGLSSPCDNRVPAQQLYFTAPSNQNVYQVDSLQST. The drug is O=c1/c(=C/c2ccc(-c3ccccc3[N+](=O)[O-])o2)sc2nc3cc(Br)cnc3n12. (3) The small molecule is O=C(c1ccc(O)c(Br)c1)c1nccc2c1[nH]c1ccccc12. The target protein (Q9P8Q7) has sequence MPYTPIDIQKEEADFQKEVAEIKKWWSEPRWRKTKRIYSAEDIAKKRGTLKINHPSSQQADKLFKLLETHDADKTVSFTFGALDPIHVAQMAKYLDSIYVSGWQCSSTASTSNEPSPDLADYPMDTVPNKVEHLWFAQLFHDRKQREERLTLSKEERAKTPYIDFLRPIIADADTGHGGITAIIKLTKMFIERGAAGIHIEDQAPGTKKCGHMAGKVLVPVQEHINRLVAIRASADIFGSNLLAVARTDSEAATLITSTIDHRDHYFIIGATNPEAGDLAALMAEAESKGIYGNELAAIESEWTKKAGLKLFHEAVIDEIKNGNYSNKDALIKKFTDKVNPLSHTSHKEAKKLAKELTGKDIYFNWDVARAREGYYRYQGGTQCAVMRGRAFAPYADLIWMESALPDYAQAKEFADGVKAAVPDQWLAYNLSPSFNWNKAMPADEQETYIKRLGKLGYVWQFITLAGLHTTALAVDDFSNQYSQIGMKAYGQTVQQPEIE.... The pIC50 is 3.6. (4) The small molecule is O=C(O)[C@@H]1Cc2cc(I)c(OCc3c(Cl)cccc3Cl)c(I)c2CN1C(=O)CCc1ccccc1. The target protein (P30305) has sequence MEVPQPEPAPGSALSPAGVCGGAQRPGHLPGLLLGSHGLLGSPVRAAASSPVTTLTQTMHDLAGLGSETPKSQVGTLLFRSRSRLTHLSLSRRASESSLSSESSESSDAGLCMDSPSPMDPHMAEQTFEQAIQAASRIIRNEQFAIRRFQSMPVRLLGHSPVLRNITNSQAPDGRRKSEAGSGAASSSGEDKENDGFVFKMPWKPTHPSSTHALAEWASRREAFAQRPSSAPDLMCLSPDRKMEVEELSPLALGRFSLTPAEGDTEEDDGFVDILESDLKDDDAVPPGMESLISAPLVKTLEKEEEKDLVMYSKCQRLFRSPSMPCSVIRPILKRLERPQDRDTPVQNKRRRSVTPPEEQQEAEEPKARVLRSKSLCHDEIENLLDSDHRELIGDYSKAFLLQTVDGKHQDLKYISPETMVALLTGKFSNIVDKFVIVDCRYPYEYEGGHIKTAVNLPLERDAESFLLKSPIAPCSLDKRVILIFHCEFSSERGPRMCRF.... The pIC50 is 4.0.